Predict the product of the given reaction. From a dataset of Forward reaction prediction with 1.9M reactions from USPTO patents (1976-2016). (1) Given the reactants [OH:1][CH:2]([C:7]1[CH:12]=[CH:11][C:10]([O:13][CH3:14])=[CH:9][CH:8]=1)[CH2:3][C:4]([OH:6])=O.[C:15]([NH:18][C:19]1[C:36]([Cl:37])=[CH:35][C:22]([CH2:23][NH:24]/[C:25](/[NH2:34])=[N:26]\[C:27](=[O:33])[O:28][C:29]([CH3:32])([CH3:31])[CH3:30])=[CH:21][C:20]=1[Cl:38])(=[O:17])[CH3:16].C1CN([P+](ON2N=NC3C=CC=CC2=3)(N2CCCC2)N2CCCC2)CC1.F[P-](F)(F)(F)(F)F.C(N(CC)CC)C, predict the reaction product. The product is: [C:15]([NH:18][C:19]1[C:20]([Cl:38])=[CH:21][C:22]([CH2:23][NH:24]/[C:25](=[N:26]\[C:27](=[O:33])[O:28][C:29]([CH3:31])([CH3:32])[CH3:30])/[NH:34][C:4](=[O:6])[CH2:3][CH:2]([OH:1])[C:7]2[CH:12]=[CH:11][C:10]([O:13][CH3:14])=[CH:9][CH:8]=2)=[CH:35][C:36]=1[Cl:37])(=[O:17])[CH3:16]. (2) Given the reactants C([O-])([O-])=O.[Na+].[Na+].[C:7](Cl)([O:9][CH2:10][C:11]1[CH:16]=[CH:15][CH:14]=[CH:13][CH:12]=1)=[O:8].[NH:18]1[CH2:22][CH2:21][C@@H:20]([NH2:23])[CH2:19]1.F[C:25]1[CH:37]=[CH:36][C:28]([C:29]([O:31][C:32]([CH3:35])([CH3:34])[CH3:33])=[O:30])=[CH:27][CH:26]=1, predict the reaction product. The product is: [CH2:10]([O:9][C:7]([NH:23][C@@H:20]1[CH2:21][CH2:22][N:18]([C:25]2[CH:37]=[CH:36][C:28]([C:29]([O:31][C:32]([CH3:33])([CH3:34])[CH3:35])=[O:30])=[CH:27][CH:26]=2)[CH2:19]1)=[O:8])[C:11]1[CH:16]=[CH:15][CH:14]=[CH:13][CH:12]=1. (3) Given the reactants [CH3:1][N:2]1[C:6]([NH:7]C(C2C=CC=CC=2)(C2C=CC=CC=2)C2C=CC=CC=2)=[C:5]([CH2:27][CH2:28][CH2:29]O)[CH:4]=[N:3]1.[C:31]1(=[O:41])[NH:35][C:34](=[O:36])[C:33]2=[CH:37][CH:38]=[CH:39][CH:40]=[C:32]12.C1(P(C2C=CC=CC=2)C2C=CC=CC=2)C=CC=CC=1.N(C(OC(C)C)=O)=NC(OC(C)C)=O.Cl, predict the reaction product. The product is: [NH2:7][C:6]1[N:2]([CH3:1])[N:3]=[CH:4][C:5]=1[CH2:27][CH2:28][CH2:29][N:35]1[C:31](=[O:41])[C:32]2=[CH:40][CH:39]=[CH:38][CH:37]=[C:33]2[C:34]1=[O:36].